From a dataset of Catalyst prediction with 721,799 reactions and 888 catalyst types from USPTO. Predict which catalyst facilitates the given reaction. (1) Reactant: [Br:1][C:2]1[CH:3]=[CH:4][C:5]([NH2:11])=[C:6]([CH:10]=1)[C:7]([OH:9])=O.[F:12][C:13]1[CH:18]=[CH:17][CH:16]=[C:15]([F:19])[C:14]=1[N:20]=[C:21]=[S:22]. Product: [Br:1][C:2]1[CH:10]=[C:6]2[C:5](=[CH:4][CH:3]=1)[NH:11][C:21](=[S:22])[N:20]([C:14]1[C:15]([F:19])=[CH:16][CH:17]=[CH:18][C:13]=1[F:12])[C:7]2=[O:9]. The catalyst class is: 8. (2) Reactant: [OH-].[Na+].[Br:3][C:4]1[CH:13]=[C:12]([CH2:14][N:15]([C:17]([O:19][C:20]([CH3:23])([CH3:22])[CH3:21])=[O:18])[CH3:16])[CH:11]=[CH:10][C:5]=1[C:6]([O:8]C)=[O:7]. Product: [Br:3][C:4]1[CH:13]=[C:12]([CH2:14][N:15]([C:17]([O:19][C:20]([CH3:23])([CH3:22])[CH3:21])=[O:18])[CH3:16])[CH:11]=[CH:10][C:5]=1[C:6]([OH:8])=[O:7]. The catalyst class is: 14. (3) Reactant: [CH3:1][O:2][C:3]1[CH:4]=[C:5]([OH:10])[CH:6]=[C:7]([CH3:9])[CH:8]=1.Cl[C:12]1[CH:13]=[CH:14][C:15]([N+:27]([O-:29])=[O:28])=[C:16]([CH2:18][NH:19][C:20](=[O:26])[O:21][C:22]([CH3:25])([CH3:24])[CH3:23])[CH:17]=1.[H-].[Na+]. Product: [CH3:1][O:2][C:3]1[CH:4]=[C:5]([CH:6]=[C:7]([CH3:9])[CH:8]=1)[O:10][C:12]1[CH:13]=[CH:14][C:15]([N+:27]([O-:29])=[O:28])=[C:16]([CH2:18][NH:19][C:20](=[O:26])[O:21][C:22]([CH3:25])([CH3:23])[CH3:24])[CH:17]=1. The catalyst class is: 9. (4) Reactant: Br[C:2]1[CH:10]=[C:9]2[C:5]([CH:6]=[CH:7][NH:8]2)=[CH:4][CH:3]=1.[Na+].[I-:12].CN[C@H]1CCCC[C@@H]1NC. Product: [I:12][C:2]1[CH:10]=[C:9]2[C:5]([CH:6]=[CH:7][NH:8]2)=[CH:4][CH:3]=1. The catalyst class is: 321. (5) Reactant: C[O:2][C:3](=[O:33])[C:4]1[CH:9]=[C:8]([NH2:10])[CH:7]=[C:6]([N:11]2[C:15]([CH3:16])=[CH:14][CH:13]=[C:12]2[C:17]2[CH:22]=[C:21]([Br:23])[CH:20]=[CH:19][C:18]=2[O:24][CH2:25][C:26]2[CH:31]=[CH:30][C:29]([F:32])=[CH:28][CH:27]=2)[CH:5]=1.[OH-].[Na+]. Product: [Br:23][C:21]1[CH:20]=[CH:19][C:18]([O:24][CH2:25][C:26]2[CH:27]=[CH:28][C:29]([F:32])=[CH:30][CH:31]=2)=[C:17]([C:12]2[N:11]([C:6]3[CH:5]=[C:4]([CH:9]=[C:8]([NH2:10])[CH:7]=3)[C:3]([OH:33])=[O:2])[C:15]([CH3:16])=[CH:14][CH:13]=2)[CH:22]=1. The catalyst class is: 5. (6) Reactant: [Cl:1][C:2]1[CH:7]=[CH:6][C:5]([CH:8](Cl)[O:9][CH2:10][C:11]#[CH:12])=[CH:4][CH:3]=1.[C-:14]#[N:15].[Na+].O.[OH-].[Na+]. Product: [Cl:1][C:2]1[CH:7]=[CH:6][C:5]([CH:8]([O:9][CH2:10][C:11]#[CH:12])[C:14]#[N:15])=[CH:4][CH:3]=1. The catalyst class is: 9. (7) Reactant: Cl[C:2]1[N:7]=[C:6]([NH:8][C@@H:9]2[C@@H:14]3[CH2:15][C@@H:11]([CH:12]=[CH:13]3)[C@@H:10]2[C:16]([NH2:18])=[O:17])[C:5]([Cl:19])=[CH:4][N:3]=1.[NH2:20][C:21]1[CH:22]=[N:23][N:24]([CH2:26][C@H:27]2[CH2:31][CH2:30][CH2:29][N:28]2C(OC(C)(C)C)=O)[CH:25]=1.Cl.O1CCOCC1. Product: [Cl:19][C:5]1[C:6]([NH:8][C@@H:9]2[C@@H:14]3[CH2:15][C@@H:11]([CH:12]=[CH:13]3)[C@@H:10]2[C:16]([NH2:18])=[O:17])=[N:7][C:2]([NH:20][C:21]2[CH:22]=[N:23][N:24]([CH2:26][C@H:27]3[CH2:31][CH2:30][CH2:29][NH:28]3)[CH:25]=2)=[N:3][CH:4]=1. The catalyst class is: 41. (8) Reactant: [Cl:1][C:2]1[CH:7]=[CH:6][C:5]([C:8]2[N:9]([CH2:14][C@H:15]([OH:20])[C:16]([F:19])([F:18])[F:17])[C:10](=[O:13])[NH:11][N:12]=2)=[CH:4][CH:3]=1.C(=O)([O-])[O-].[K+].[K+].[Cl:27][C:28]1[S:29][C:30]([CH2:33]Cl)=[CH:31][N:32]=1.O. Product: [Cl:1][C:2]1[CH:7]=[CH:6][C:5]([C:8]2[N:9]([CH2:14][C@H:15]([OH:20])[C:16]([F:18])([F:19])[F:17])[C:10](=[O:13])[N:11]([CH2:33][C:30]3[S:29][C:28]([Cl:27])=[N:32][CH:31]=3)[N:12]=2)=[CH:4][CH:3]=1. The catalyst class is: 10. (9) Reactant: FC(F)(F)C(O)=O.C([O:15][C:16]1[CH:25]=[C:24]2[C:19]([C:20]([O:26][C:27]3[CH:32]=[CH:31][C:30]([NH:33][C:34]([C:36]4[C:37](=[O:49])[N:38]([C:42]5[CH:47]=[CH:46][C:45]([F:48])=[CH:44][CH:43]=5)[CH:39]=[CH:40][CH:41]=4)=[O:35])=[CH:29][C:28]=3[F:50])=[CH:21][CH:22]=[N:23]2)=[CH:18][C:17]=1[O:51][CH3:52])C1C=CC=CC=1.Br.CCOCC. Product: [F:50][C:28]1[CH:29]=[C:30]([NH:33][C:34]([C:36]2[C:37](=[O:49])[N:38]([C:42]3[CH:43]=[CH:44][C:45]([F:48])=[CH:46][CH:47]=3)[CH:39]=[CH:40][CH:41]=2)=[O:35])[CH:31]=[CH:32][C:27]=1[O:26][C:20]1[C:19]2[C:24](=[CH:25][C:16]([OH:15])=[C:17]([O:51][CH3:52])[CH:18]=2)[N:23]=[CH:22][CH:21]=1. The catalyst class is: 52. (10) Reactant: [CH3:1][C@@:2]12[CH2:19][CH2:18][C@@H:17]3[C@:12]([CH3:22])([CH2:13][CH2:14][CH2:15][C:16]3([CH3:21])[CH3:20])[C@H:11]1[CH2:10][O:9][C:8]1[C:3]2=[C:4]([O:27]C(C)C)[CH:5]=[C:6]([O:23]C(C)C)[CH:7]=1.B(Br)(Br)Br. Product: [CH3:1][C@@:2]12[CH2:19][CH2:18][C@@H:17]3[C@:12]([CH3:22])([CH2:13][CH2:14][CH2:15][C:16]3([CH3:20])[CH3:21])[C@H:11]1[CH2:10][O:9][C:8]1[C:3]2=[C:4]([OH:27])[CH:5]=[C:6]([OH:23])[CH:7]=1. The catalyst class is: 2.